This data is from Catalyst prediction with 721,799 reactions and 888 catalyst types from USPTO. The task is: Predict which catalyst facilitates the given reaction. (1) Reactant: Cl[C:2]1[N:20]=[CH:19][CH:18]=[CH:17][C:3]=1[C:4]([NH:6][C:7]1[N:8]=[CH:9][C:10]2[C:15]([CH:16]=1)=[CH:14][CH:13]=[CH:12][CH:11]=2)=[O:5].[OH:21][CH:22]([CH3:35])[CH2:23][NH:24][C:25]([C:27]1[CH:32]=[C:31]([CH2:33][NH2:34])[CH:30]=[CH:29][N:28]=1)=[O:26]. Product: [OH:21][CH:22]([CH3:35])[CH2:23][NH:24][C:25]([C:27]1[CH:32]=[C:31]([CH2:33][NH:34][C:2]2[N:20]=[CH:19][CH:18]=[CH:17][C:3]=2[C:4](=[O:5])[NH:6][C:7]2[N:8]=[CH:9][C:10]3[C:15]([CH:16]=2)=[CH:14][CH:13]=[CH:12][CH:11]=3)[CH:30]=[CH:29][N:28]=1)=[O:26]. The catalyst class is: 17. (2) Product: [N:6]1([C:11]2[CH:31]=[CH:30][C:14]([CH2:15][C:16]3[C:17]([O:28][CH3:29])=[N:18][C:19]4[C:24]([C:25]=3[Cl:26])=[CH:23][C:22]([C:39]([C:36]3[CH:37]=[CH:38][C:33]([Cl:32])=[CH:34][CH:35]=3)([C:41]3[N:45]([CH3:46])[CH:44]=[N:43][CH:42]=3)[OH:40])=[CH:21][CH:20]=4)=[CH:13][CH:12]=2)[CH:10]=[CH:9][CH:8]=[N:7]1. The catalyst class is: 1. Reactant: [Li]CCCC.[N:6]1([C:11]2[CH:31]=[CH:30][C:14]([CH2:15][C:16]3[C:17]([O:28][CH3:29])=[N:18][C:19]4[C:24]([C:25]=3[Cl:26])=[CH:23][C:22](Br)=[CH:21][CH:20]=4)=[CH:13][CH:12]=2)[CH:10]=[CH:9][CH:8]=[N:7]1.[Cl:32][C:33]1[CH:38]=[CH:37][C:36]([C:39]([C:41]2[N:45]([CH3:46])[CH:44]=[N:43][CH:42]=2)=[O:40])=[CH:35][CH:34]=1. (3) Reactant: [2H-].[Al+3].[Li+].[2H-].[2H-].[2H-].[C:7]12([CH3:17])[C:14]([CH3:16])([CH3:15])[CH:11]([CH2:12][CH2:13]1)[CH2:10][C:8]2=[O:9].[H-]. Product: [CH3:15][C:14]1([CH3:16])[C:7]2([CH3:17])[CH:8]([OH:9])[CH2:10][CH:11]1[CH2:12][CH2:13]2. The catalyst class is: 28. (4) Product: [ClH:1].[CH3:27][O:26][C:23]1[C:24]2[N:25]=[C:17]([NH:16][C:15]([N:12]3[CH2:11][CH2:10][NH:9][CH2:14][CH2:13]3)=[O:28])[S:18][C:19]=2[N:20]=[CH:21][N:22]=1. The catalyst class is: 2. Reactant: [ClH:1].C(OC([N:9]1[CH2:14][CH2:13][N:12]([C:15](=[O:28])[NH:16][C:17]2[S:18][C:19]3[N:20]=[CH:21][N:22]=[C:23]([O:26][CH3:27])[C:24]=3[N:25]=2)[CH2:11][CH2:10]1)=O)(C)(C)C. (5) Product: [Cl:23][C:24]1[CH:29]=[C:28]2[C:27](=[CH:26][CH:25]=1)[N:30]([CH2:32][C:33]1([C:36]3[CH:41]=[CH:40][C:39]([F:42])=[CH:38][CH:37]=3)[CH2:35][CH2:34]1)[C:74]1[CH2:73][N:61]([CH3:62])[CH2:65][CH2:66][C:69]2=1. The catalyst class is: 556. Reactant: Cl.ClC1C=CC(NN)=CC=1.BrCC1(C2C=CC(F)=CC=2)CC1.[Cl:23][C:24]1[CH:29]=[CH:28][C:27]([N:30]([CH2:32][C:33]2([C:36]3[CH:41]=[CH:40][C:39]([F:42])=[CH:38][CH:37]=3)[CH2:35][CH2:34]2)N)=[CH:26][CH:25]=1.C(OC(OCC)CCCNC)C.ClC1C=C2[C:62](=CC=1)[N:61]([CH2:65][C:66]1([C:69]3[CH:74]=[CH:73]C(F)=CC=3)CC1)C=C2CCNC.C=O.C(O)(C(F)(F)F)=O. (6) Product: [Cl:13][C:7]1[CH:8]=[C:9]([Cl:12])[C:10]([OH:11])=[C:2]2[C:3]=1[C:4](=[O:5])[NH:6][CH:14]=[N:1]2. The catalyst class is: 106. Reactant: [NH2:1][C:2]1[C:10]([OH:11])=[C:9]([Cl:12])[CH:8]=[C:7]([Cl:13])[C:3]=1[C:4]([NH2:6])=[O:5].[CH:14]1N=CN(C(N2C=NC=C2)=O)C=1. (7) Reactant: [C-]#N.[K+].C1N2CC[N:6](CC2)[CH2:5]1.[Br:12][C:13]1[C:14]([N:20]([CH:29]2[CH2:34][CH2:33][CH2:32][CH2:31][CH2:30]2)[NH:21][C:22]([O:24][C:25]([CH3:28])([CH3:27])[CH3:26])=[O:23])=[N:15][C:16](Cl)=[N:17][CH:18]=1. Product: [Br:12][C:13]1[C:14]([N:20]([CH:29]2[CH2:34][CH2:33][CH2:32][CH2:31][CH2:30]2)[NH:21][C:22]([O:24][C:25]([CH3:28])([CH3:27])[CH3:26])=[O:23])=[N:15][C:16]([C:5]#[N:6])=[N:17][CH:18]=1. The catalyst class is: 58. (8) Reactant: COC1C=CC(C[N:8](CC2C=CC(OC)=CC=2)[S:9]([CH2:12][CH2:13][CH:14]=[CH2:15])(=[O:11])=[O:10])=CC=1.[CH2:27]([Li])[CH2:28]CC.C(I)C. Product: [CH3:27][CH2:28][C@@H:12]([S:9]([NH2:8])(=[O:10])=[O:11])[CH2:13][CH:14]=[CH2:15]. The catalyst class is: 247. (9) Reactant: [Cl:1][C:2]1[CH:7]=[CH:6][C:5]([C:8]2[NH:12][N:11]=[C:10]([C@@H:13]3[CH2:18][CH2:17][NH:16][CH2:15][C@H:14]3[C:19]3[CH:24]=[CH:23][C:22]([F:25])=[CH:21][CH:20]=3)[CH:9]=2)=[CH:4][CH:3]=1.Br[CH2:27][C:28]([C:30]1[CH:35]=[CH:34][CH:33]=[CH:32][CH:31]=1)=[O:29].C(=O)([O-])[O-].[K+].[K+]. Product: [Cl:1][C:2]1[CH:7]=[CH:6][C:5]([C:8]2[CH:9]=[C:10]([C@@H:13]3[CH2:18][CH2:17][N:16]([CH2:27][C:28]([C:30]4[CH:35]=[CH:34][CH:33]=[CH:32][CH:31]=4)=[O:29])[CH2:15][C@H:14]3[C:19]3[CH:20]=[CH:21][C:22]([F:25])=[CH:23][CH:24]=3)[NH:11][N:12]=2)=[CH:4][CH:3]=1. The catalyst class is: 10. (10) Reactant: [CH:1]([O:4][C:5]([N:7]1[CH2:12][CH2:11][CH:10]([O:13][C:14]2[CH:19]=[C:18](Cl)[N:17]=[CH:16][N:15]=2)[CH2:9][CH2:8]1)=[O:6])([CH3:3])[CH3:2].[NH:21]1[C:29]2[C:24](=[CH:25][C:26]([C:30]#[N:31])=[CH:27][CH:28]=2)[CH2:23][CH2:22]1.C[Si]([N-][Si](C)(C)C)(C)C.[Na+].O1CCCC1. Product: [C:30]([C:26]1[CH:25]=[C:24]2[C:29](=[CH:28][CH:27]=1)[N:21]([C:18]1[N:17]=[CH:16][N:15]=[C:14]([O:13][CH:10]3[CH2:11][CH2:12][N:7]([C:5]([O:4][CH:1]([CH3:3])[CH3:2])=[O:6])[CH2:8][CH2:9]3)[CH:19]=1)[CH2:22][CH2:23]2)#[N:31]. The catalyst class is: 12.